This data is from hERG potassium channel inhibition data for cardiac toxicity prediction from Karim et al.. The task is: Regression/Classification. Given a drug SMILES string, predict its toxicity properties. Task type varies by dataset: regression for continuous values (e.g., LD50, hERG inhibition percentage) or binary classification for toxic/non-toxic outcomes (e.g., AMES mutagenicity, cardiotoxicity, hepatotoxicity). Dataset: herg_karim. (1) The compound is CN(CCN1CC2CN(CCc3ccc(F)cc3)CC(C1)O2)S(=O)(=O)c1ccc(C#N)cc1. The result is 0 (non-blocker). (2) The molecule is CN(CC(N)=O)Cc1nc(-c2cn(CC3CCOCC3)c3c(Cl)cccc23)no1. The result is 0 (non-blocker). (3) The drug is COc1cc(-c2cn(C3CCc4c(ccc5ccccc45)N(CC(F)(F)F)C3=O)nn2)ccc1-n1cnc(C)c1. The result is 1 (blocker). (4) The molecule is CCOC[C@H](Oc1ncnc2c1cnn2-c1ncccc1Cl)C(=O)Nc1ccc(F)cn1. The result is 0 (non-blocker). (5) The result is 1 (blocker). The molecule is CN(C)C(=N)c1ccc(C(=O)Nc2ccc(Cl)cc2C(=O)Nc2ccc(Cl)cn2)c(F)c1. (6) The compound is O=c1cc(Cn2c(C3CCC3)nc3nccnc32)c2ccc(F)c(F)c2[nH]1. The result is 0 (non-blocker). (7) The molecule is O=C(O[C@@H]1C[C@@H]2CC3C[C@H](C1)N2CC3O)c1c[nH]c2ccccc12. The result is 0 (non-blocker).